Dataset: Full USPTO retrosynthesis dataset with 1.9M reactions from patents (1976-2016). Task: Predict the reactants needed to synthesize the given product. The reactants are: [NH2:1][C:2]1[N:11]=[C:10]([C:12]([N:14]2[CH2:22][C:21]3[C:16](=[CH:17][CH:18]=[CH:19][CH:20]=3)[CH2:15]2)=[O:13])[C:9]2C(=C[CH:6]=[C:7]([CH:23]3[CH2:27][CH2:26][CH2:25][CH:24]3C(O)=O)[CH:8]=2)N=1.[CH2:31]([NH2:33])[CH3:32]. Given the product [NH2:1][C:2]1[N:11]=[C:10]([C:12]([N:14]2[CH2:22][C:21]3[C:16](=[CH:17][CH:18]=[CH:19][CH:20]=3)[CH2:15]2)=[O:13])[C:9]2[C:31](=[CH:32][CH:6]=[C:7]([C:23]3([C:12]([NH:14][CH2:15][CH3:16])=[O:13])[CH2:27][CH2:26][CH2:25][CH2:24]3)[CH:8]=2)[N:33]=1, predict the reactants needed to synthesize it.